Dataset: NCI-60 drug combinations with 297,098 pairs across 59 cell lines. Task: Regression. Given two drug SMILES strings and cell line genomic features, predict the synergy score measuring deviation from expected non-interaction effect. (1) Drug 1: B(C(CC(C)C)NC(=O)C(CC1=CC=CC=C1)NC(=O)C2=NC=CN=C2)(O)O. Drug 2: CC1CCC2CC(C(=CC=CC=CC(CC(C(=O)C(C(C(=CC(C(=O)CC(OC(=O)C3CCCCN3C(=O)C(=O)C1(O2)O)C(C)CC4CCC(C(C4)OC)OP(=O)(C)C)C)C)O)OC)C)C)C)OC. Cell line: UACC62. Synergy scores: CSS=37.4, Synergy_ZIP=-3.63, Synergy_Bliss=-3.02, Synergy_Loewe=-3.17, Synergy_HSA=-0.917. (2) Drug 1: CN1CCC(CC1)COC2=C(C=C3C(=C2)N=CN=C3NC4=C(C=C(C=C4)Br)F)OC. Drug 2: CC1=CC=C(C=C1)C2=CC(=NN2C3=CC=C(C=C3)S(=O)(=O)N)C(F)(F)F. Cell line: COLO 205. Synergy scores: CSS=0.104, Synergy_ZIP=3.60, Synergy_Bliss=8.77, Synergy_Loewe=0.566, Synergy_HSA=0.783. (3) Drug 1: COC1=NC(=NC2=C1N=CN2C3C(C(C(O3)CO)O)O)N. Drug 2: CN(C(=O)NC(C=O)C(C(C(CO)O)O)O)N=O. Cell line: HT29. Synergy scores: CSS=2.67, Synergy_ZIP=-2.55, Synergy_Bliss=-0.957, Synergy_Loewe=-2.43, Synergy_HSA=-0.911. (4) Drug 1: CS(=O)(=O)OCCCCOS(=O)(=O)C. Drug 2: CC1C(C(CC(O1)OC2CC(CC3=C2C(=C4C(=C3O)C(=O)C5=CC=CC=C5C4=O)O)(C(=O)C)O)N)O. Cell line: UACC-257. Synergy scores: CSS=44.2, Synergy_ZIP=0.0928, Synergy_Bliss=0.611, Synergy_Loewe=-44.0, Synergy_HSA=0.777. (5) Drug 1: C(CCl)NC(=O)N(CCCl)N=O. Drug 2: C(CN)CNCCSP(=O)(O)O. Cell line: LOX IMVI. Synergy scores: CSS=17.0, Synergy_ZIP=-8.85, Synergy_Bliss=-11.3, Synergy_Loewe=-11.6, Synergy_HSA=-6.78. (6) Drug 1: C1=NC2=C(N=C(N=C2N1C3C(C(C(O3)CO)O)O)F)N. Drug 2: C(CC(=O)O)C(=O)CN.Cl. Cell line: SN12C. Synergy scores: CSS=3.20, Synergy_ZIP=-3.56, Synergy_Bliss=-1.13, Synergy_Loewe=-10.4, Synergy_HSA=-3.91.